Regression. Given a peptide amino acid sequence and an MHC pseudo amino acid sequence, predict their binding affinity value. This is MHC class I binding data. From a dataset of Peptide-MHC class I binding affinity with 185,985 pairs from IEDB/IMGT. (1) The peptide sequence is IVTDFSVIK. The MHC is HLA-B57:01 with pseudo-sequence HLA-B57:01. The binding affinity (normalized) is 0.0356. (2) The peptide sequence is EPIVGAETF. The MHC is HLA-A11:01 with pseudo-sequence HLA-A11:01. The binding affinity (normalized) is 0.0847.